This data is from Full USPTO retrosynthesis dataset with 1.9M reactions from patents (1976-2016). The task is: Predict the reactants needed to synthesize the given product. Given the product [OH:13][C@H:14]([C:54]1[S:53][C:52]([C:46]2[CH:47]=[CH:48][CH:49]=[CH:50][CH:51]=2)=[CH:56][CH:55]=1)[C@@H:15]1[N:19]([CH3:20])[C:18](=[O:21])[CH2:17][C@@H:16]1[C:22]1[CH:23]=[CH:24][C:25]([OH:32])=[CH:26][CH:27]=1, predict the reactants needed to synthesize it. The reactants are: C([BH-](CC)CC)C.[Li+].ClC1C=C(C=CC=1)[O:13][CH2:14][C@@H:15]1[N:19]([CH3:20])[C:18](=[O:21])[CH2:17][C@@H:16]1[C:22]1[CH:27]=[CH:26][CH:25]=[CH:24][CH:23]=1.C([C@@H]1N(C)C(=O)C[C@@H]1C1C=CC=CC=1)=[O:32].[C:46]1([C:52]2[S:53][CH:54]=[CH:55][CH:56]=2)[CH:51]=[CH:50][CH:49]=[CH:48][CH:47]=1.[Li]CCCC.N1CCCC1=O.CCCC[N+](CCCC)(CCCC)CCCC.[F-].